This data is from Reaction yield outcomes from USPTO patents with 853,638 reactions. The task is: Predict the reaction yield, written as a fraction of the theoretical maximum amount of product (1.0 means a 100% yield; for example, 0.34 means a 34% yield). The reactants are [NH:1]1[C:8](=[O:9])[CH2:7][C:5](=[O:6])[NH:4][C:2]1=[S:3].[OH-].[Na+].[CH2:12](I)[CH2:13][CH3:14].Cl. The catalyst is O.[Br-].C([N+](CCCC)(CCCC)CCCC)CCC.CO. The product is [CH2:12]([S:3][C:2]1[N:4]=[C:5]([OH:6])[CH:7]=[C:8]([OH:9])[N:1]=1)[CH2:13][CH3:14]. The yield is 0.657.